From a dataset of Catalyst prediction with 721,799 reactions and 888 catalyst types from USPTO. Predict which catalyst facilitates the given reaction. Reactant: [OH:1][OH:2].[C:3](=[O:6])([O-:5])[O-:4].[Na+:7].[Na+]. Product: [C:3]([O-:6])([O-:5])=[O:4].[C:3]([O-:6])([O-:5])=[O:4].[OH:1][OH:2].[OH:1][OH:2].[OH:1][OH:2].[Na+:7].[Na+:7].[Na+:7].[Na+:7]. The catalyst class is: 6.